This data is from Catalyst prediction with 721,799 reactions and 888 catalyst types from USPTO. The task is: Predict which catalyst facilitates the given reaction. (1) Reactant: FC(F)(F)C(O)=O.C(OC([NH:15][CH2:16][C@H:17]1[CH2:22][CH2:21][C@H:20]([C:23]([NH:25][C@H:26]([C:57]([NH:59][C:60]2[CH:68]=[C:67]3[C:63]([CH:64]=[N:65][NH:66]3)=[CH:62][CH:61]=2)=[O:58])[CH2:27][C:28]2[CH:33]=[CH:32][C:31]([C:34]3[CH:39]=[CH:38][C:37]([C:40]([NH:42][CH:43]4[CH2:48][CH2:47][N:46](C(OC(C)(C)C)=O)[CH2:45][CH2:44]4)=[O:41])=[CH:36][C:35]=3[CH3:56])=[CH:30][CH:29]=2)=[O:24])[CH2:19][CH2:18]1)=O)(C)(C)C.[ClH:69]. Product: [ClH:69].[NH2:15][CH2:16][C@H:17]1[CH2:22][CH2:21][C@H:20]([C:23]([NH:25][C@H:26]([C:57]([NH:59][C:60]2[CH:68]=[C:67]3[C:63]([CH:64]=[N:65][NH:66]3)=[CH:62][CH:61]=2)=[O:58])[CH2:27][C:28]2[CH:29]=[CH:30][C:31]([C:34]3[CH:39]=[CH:38][C:37]([C:40]([NH:42][CH:43]4[CH2:44][CH2:45][NH:46][CH2:47][CH2:48]4)=[O:41])=[CH:36][C:35]=3[CH3:56])=[CH:32][CH:33]=2)=[O:24])[CH2:19][CH2:18]1. The catalyst class is: 12. (2) Reactant: Cl[C:2]1[N:6]([CH3:7])[C:5]2[C:8]([CH:16]([CH2:19][CH3:20])[CH2:17][CH3:18])=[CH:9][CH:10]=[C:11]([C:12]([F:15])([F:14])[F:13])[C:4]=2[N:3]=1.[Cl:21][C:22]1[CH:28]=[C:27]([CH3:29])[C:25]([NH2:26])=[C:24]([O:30][CH3:31])[CH:23]=1.C(=O)(O)[O-].[Na+]. Product: [Cl:21][C:22]1[CH:28]=[C:27]([CH3:29])[C:25]([NH:26][C:2]2[N:6]([CH3:7])[C:5]3[C:8]([CH:16]([CH2:19][CH3:20])[CH2:17][CH3:18])=[CH:9][CH:10]=[C:11]([C:12]([F:13])([F:14])[F:15])[C:4]=3[N:3]=2)=[C:24]([O:30][CH3:31])[CH:23]=1. The catalyst class is: 60. (3) Reactant: C([O:9][CH2:10][C@@H:11]([N:13]([CH2:28][CH3:29])[C:14](=[O:27])[C:15]1[CH:20]=[C:19]([CH3:21])[CH:18]=[CH:17][C:16]=1[N:22]1[N:26]=[CH:25][CH:24]=[N:23]1)[CH3:12])(=O)C1C=CC=CC=1.[OH-].[K+].CCOC(C)=O. Product: [CH2:28]([N:13]([C@@H:11]([CH3:12])[CH2:10][OH:9])[C:14](=[O:27])[C:15]1[CH:20]=[C:19]([CH3:21])[CH:18]=[CH:17][C:16]=1[N:22]1[N:26]=[CH:25][CH:24]=[N:23]1)[CH3:29]. The catalyst class is: 5. (4) Reactant: O[CH2:2][CH2:3][C:4]1[CH:9]=[CH:8][CH:7]=[CH:6][C:5]=1[CH2:10][CH2:11][O:12]S(C)(=O)=O.[H-].[Na+].[H][H]. Product: [CH:6]1[C:5]2[CH2:10][CH2:11][O:12][CH2:2][CH2:3][C:4]=2[CH:9]=[CH:8][CH:7]=1.[CH2:2]=[CH:3][C:4]1[CH:9]=[CH:8][CH:7]=[CH:6][CH:5]=1. The catalyst class is: 7. (5) Reactant: [N:1]([CH2:4][C@@H:5]1[O:9][C:8](=[O:10])[N:7]([C:11]2[CH:16]=[CH:15][C:14]([O:17][CH2:18][C:19]3[CH:24]=[CH:23][CH:22]=[CH:21][CH:20]=3)=[C:13]([F:25])[CH:12]=2)[CH2:6]1)=[N+:2]=[N-:3].[CH:26]12CC(C=C1)C=[CH:27]2. Product: [CH2:18]([O:17][C:14]1[CH:15]=[CH:16][C:11]([N:7]2[CH2:6][C@H:5]([CH2:4][N:1]3[CH:27]=[CH:26][N:3]=[N:2]3)[O:9][C:8]2=[O:10])=[CH:12][C:13]=1[F:25])[C:19]1[CH:20]=[CH:21][CH:22]=[CH:23][CH:24]=1. The catalyst class is: 12. (6) Reactant: [CH3:1][N:2]1[CH:6]=[CH:5][C:4]([NH:7][C:8]([C:10]2[CH:20]=[C:19]([O:21][CH2:22][C:23]3[CH:28]=[CH:27][CH:26]=[CH:25][CH:24]=3)[C:13]3[CH2:14][CH:15]([CH2:17][OH:18])[O:16][C:12]=3[CH:11]=2)=[O:9])=[N:3]1.CC(OI1(OC(C)=O)(OC(C)=O)OC(=O)C2C=CC=CC1=2)=O. Product: [CH3:1][N:2]1[CH:6]=[CH:5][C:4]([NH:7][C:8]([C:10]2[CH:20]=[C:19]([O:21][CH2:22][C:23]3[CH:28]=[CH:27][CH:26]=[CH:25][CH:24]=3)[C:13]3[CH2:14][CH:15]([CH:17]=[O:18])[O:16][C:12]=3[CH:11]=2)=[O:9])=[N:3]1. The catalyst class is: 2. (7) Reactant: C(O[C:4](=[O:26])[C:5]([C:24]#[N:25])=[CH:6][NH:7][C:8]1[CH:9]=[N:10][C:11]([O:14][CH2:15][CH2:16][CH2:17][N:18]2[CH2:23][CH2:22][O:21][CH2:20][CH2:19]2)=[CH:12][CH:13]=1)C. Product: [OH:26][C:4]1[C:9]2[C:8](=[CH:13][CH:12]=[C:11]([O:14][CH2:15][CH2:16][CH2:17][N:18]3[CH2:19][CH2:20][O:21][CH2:22][CH2:23]3)[N:10]=2)[N:7]=[CH:6][C:5]=1[C:24]#[N:25]. The catalyst class is: 736.